This data is from Full USPTO retrosynthesis dataset with 1.9M reactions from patents (1976-2016). The task is: Predict the reactants needed to synthesize the given product. (1) Given the product [CH2:35]([N:20]([CH2:18][CH3:19])[CH2:21][CH2:22][NH:23][C:24]([C:26]1[C:30]([CH3:31])=[C:29]([CH:32]=[C:10]2[C:9]3[C:13](=[CH:14][CH:15]=[CH:16][C:8]=3[C:4]3[CH:5]=[CH:6][CH:7]=[C:2]([Br:1])[CH:3]=3)[NH:12][C:11]2=[O:17])[NH:28][C:27]=1[CH3:34])=[O:25])[CH3:36], predict the reactants needed to synthesize it. The reactants are: [Br:1][C:2]1[CH:3]=[C:4]([C:8]2[CH:16]=[CH:15][CH:14]=[C:13]3[C:9]=2[CH2:10][C:11](=[O:17])[NH:12]3)[CH:5]=[CH:6][CH:7]=1.[CH2:18]([N:20]([CH2:35][CH3:36])[CH2:21][CH2:22][NH:23][C:24]([C:26]1[C:30]([CH3:31])=[C:29]([CH:32]=O)[NH:28][C:27]=1[CH3:34])=[O:25])[CH3:19]. (2) Given the product [F:12][C:13]1[CH:22]=[C:21]2[C:16]([CH:17]=[CH:18][CH:19]=[N:20]2)=[CH:15][C:14]=1[CH2:23][C:24]1[N:28]2[N:29]=[C:30](/[C:33](=[N:2]/[NH:1][C:3]3[O:4][C:5]4[CH:11]=[CH:10][CH:9]=[CH:8][C:6]=4[N:7]=3)/[CH3:34])[CH:31]=[CH:32][C:27]2=[N:26][CH:25]=1, predict the reactants needed to synthesize it. The reactants are: [NH:1]([C:3]1[O:4][C:5]2[CH:11]=[CH:10][CH:9]=[CH:8][C:6]=2[N:7]=1)[NH2:2].[F:12][C:13]1[CH:22]=[C:21]2[C:16]([CH:17]=[CH:18][CH:19]=[N:20]2)=[CH:15][C:14]=1[CH2:23][C:24]1[N:28]2[N:29]=[C:30]([C:33](=O)[CH3:34])[CH:31]=[CH:32][C:27]2=[N:26][CH:25]=1.